Predict the reaction yield, written as a fraction of the theoretical maximum amount of product (1.0 means a 100% yield; for example, 0.34 means a 34% yield). From a dataset of Reaction yield outcomes from USPTO patents with 853,638 reactions. (1) The reactants are [Br:1][C:2]1[CH:7]=[CH:6][C:5]([CH2:8][C@H:9]([NH:13]C(=O)OC(C)(C)C)[CH2:10][CH2:11][OH:12])=[CH:4][CH:3]=1.[ClH:21].O1CCOCC1. No catalyst specified. The product is [ClH:21].[NH2:13][C@@H:9]([CH2:8][C:5]1[CH:4]=[CH:3][C:2]([Br:1])=[CH:7][CH:6]=1)[CH2:10][CH2:11][OH:12]. The yield is 0.940. (2) The reactants are [CH2:1]([C:3]1[CH:8]=[CH:7][C:6]([O:9][CH3:10])=[CH:5][CH:4]=1)[CH3:2].[C:11]1([SH:17])[CH:16]=[CH:15][CH:14]=CC=1.FC(F)(F)C(OC1C(OC(=O)C(F)(F)F)=C(I)C=CC=1)=O. The catalyst is FC(F)(F)C(O)C(F)(F)F. The product is [CH2:1]([C:3]1[CH:8]=[CH:7][C:6]([O:9][CH3:10])=[C:5]([C:14]2[S:17][CH:11]=[CH:16][CH:15]=2)[CH:4]=1)[CH3:2]. The yield is 0.150. (3) The product is [CH3:11][C:12]1[CH:13]=[CH:14][C:15]([CH2:16][N:17]2[CH2:18][CH2:19][C:20](=[O:23])[CH2:21][CH2:22]2)=[CH:24][CH:25]=1. The catalyst is C(Cl)Cl. The yield is 0.810. The reactants are C(Cl)(=O)C(Cl)=O.CS(C)=O.[CH3:11][C:12]1[CH:25]=[CH:24][C:15]([CH2:16][N:17]2[CH2:22][CH2:21][CH:20]([OH:23])[CH2:19][CH2:18]2)=[CH:14][CH:13]=1.C(N(CC)CC)C.[Cl-].[NH4+].